From a dataset of Forward reaction prediction with 1.9M reactions from USPTO patents (1976-2016). Predict the product of the given reaction. (1) Given the reactants [C:1]([NH:4][CH:5]([CH2:23][C:24]1[CH:29]=[CH:28][C:27]([Cl:30])=[CH:26][C:25]=1[Cl:31])[C:6]([CH:8]1[CH2:13][CH2:12][C:11]([C:20](O)=[O:21])([N:14]2[CH2:19][CH2:18][NH:17][CH2:16][CH2:15]2)[CH2:10][CH2:9]1)=[O:7])(=[O:3])[CH3:2].[CH2:32]([NH2:34])[CH3:33].CN(C(ON1N=NC2C=CC=CC1=2)=[N+](C)C)C.F[P-](F)(F)(F)(F)F.CCN(C(C)C)C(C)C, predict the reaction product. The product is: [CH2:32]([NH:34][C:20]([C:11]1([N:14]2[CH2:19][CH2:18][NH:17][CH2:16][CH2:15]2)[CH2:10][CH2:9][CH:8]([C:6](=[O:7])[CH:5]([NH:4][C:1](=[O:3])[CH3:2])[CH2:23][C:24]2[CH:29]=[CH:28][C:27]([Cl:30])=[CH:26][C:25]=2[Cl:31])[CH2:13][CH2:12]1)=[O:21])[CH3:33]. (2) Given the reactants [Li]CCCC.[S:6]1[CH:10]=[CH:9][N:8]=[CH:7]1.[C:11]1(=[O:15])[CH2:14][CH2:13][CH2:12]1, predict the reaction product. The product is: [OH:15][C:11]1([C:7]2[S:6][CH:10]=[CH:9][N:8]=2)[CH2:14][CH2:13][CH2:12]1. (3) Given the reactants [CH3:1][CH:2]([C:4]1[CH:5]=[C:6]([O:10][C:11]2[N:16]=[CH:15][C:14]([NH:17][C:18]([C@H:20]([NH:23]C(=O)OC(C)(C)C)[CH2:21][CH3:22])=[O:19])=[CH:13][CH:12]=2)[CH:7]=[CH:8][CH:9]=1)[CH3:3].C(O)(C(F)(F)F)=O, predict the reaction product. The product is: [NH2:23][C@H:20]([CH2:21][CH3:22])[C:18]([NH:17][C:14]1[CH:15]=[N:16][C:11]([O:10][C:6]2[CH:7]=[CH:8][CH:9]=[C:4]([CH:2]([CH3:1])[CH3:3])[CH:5]=2)=[CH:12][CH:13]=1)=[O:19]. (4) Given the reactants [Br:1][C:2]1[CH:10]=[CH:9][C:5]([C:6](Cl)=[O:7])=[CH:4][N:3]=1.[C:11]([NH2:15])([CH3:14])([CH3:13])[CH3:12], predict the reaction product. The product is: [Br:1][C:2]1[CH:10]=[CH:9][C:5]([C:6]([NH:15][C:11]([CH3:14])([CH3:13])[CH3:12])=[O:7])=[CH:4][N:3]=1.